Dataset: Forward reaction prediction with 1.9M reactions from USPTO patents (1976-2016). Task: Predict the product of the given reaction. Given the reactants [C:1](=[O:22])([O:3][C@@H:4]([CH:8]([C:18]([CH3:21])([CH3:20])[CH3:19])[C:9]1[C:17]2[C:12](=[CH:13][CH:14]=[CH:15][CH:16]=2)[NH:11][CH:10]=1)[C:5]([NH2:7])=O)[NH2:2].C(=O)([O-])O.[Na+].P12(SP3(SP(SP(S3)(S1)=S)(=S)S2)=S)=[S:29], predict the reaction product. The product is: [C:1](=[O:22])([O:3][C@@H:4]([CH:8]([C:18]([CH3:21])([CH3:20])[CH3:19])[C:9]1[C:17]2[C:12](=[CH:13][CH:14]=[CH:15][CH:16]=2)[NH:11][CH:10]=1)[C:5]([NH2:7])=[S:29])[NH2:2].